From a dataset of Forward reaction prediction with 1.9M reactions from USPTO patents (1976-2016). Predict the product of the given reaction. Given the reactants [O:1]=[CH:2][C@@H:3]([C@@H:5]([C@@H:7]([C@H:9]([CH3:11])[OH:10])[OH:8])[OH:6])[OH:4], predict the reaction product. The product is: [O:1]=[CH:2][C@H:3]([C@@H:5]([C@@H:7]([C@H:9]([CH3:11])[OH:10])[OH:8])[OH:6])[OH:4].